From a dataset of Reaction yield outcomes from USPTO patents with 853,638 reactions. Predict the reaction yield, written as a fraction of the theoretical maximum amount of product (1.0 means a 100% yield; for example, 0.34 means a 34% yield). (1) The reactants are [F:1][C:2]1[CH:7]=[CH:6][C:5]([C:8]2[C:9](=O)[NH:10][CH2:11][CH2:12][N:13]=2)=[C:4]([O:15][CH3:16])[CH:3]=1.[H-].[Al+3].[Li+].[H-].[H-].[H-].O.[OH-].[Na+]. The catalyst is C(OCC)C. The product is [F:1][C:2]1[CH:7]=[CH:6][C:5]([CH:8]2[CH2:9][NH:10][CH2:11][CH2:12][NH:13]2)=[C:4]([O:15][CH3:16])[CH:3]=1. The yield is 0.990. (2) The reactants are [H-].[Na+].[I-].[CH3:4][S+](C)(C)=O.[CH3:9][N:10]([CH3:39])[C:11]([C:13]1[CH:18]=[CH:17][C:16]([C:19]2[N:24]=[C:23]3[O:25][C:26]4[C:31]([CH:32]([C:33](=[CH2:38])[C:34]([O:36][CH3:37])=[O:35])[C:22]3=[CH:21][CH:20]=2)=[CH:30][CH:29]=[CH:28][CH:27]=4)=[CH:15][CH:14]=1)=[O:12]. The catalyst is CS(C)=O. The product is [CH3:39][N:10]([CH3:9])[C:11]([C:13]1[CH:14]=[CH:15][C:16]([C:19]2[N:24]=[C:23]3[O:25][C:26]4[C:31]([CH:32]([C:33]5([C:34]([O:36][CH3:37])=[O:35])[CH2:4][CH2:38]5)[C:22]3=[CH:21][CH:20]=2)=[CH:30][CH:29]=[CH:28][CH:27]=4)=[CH:17][CH:18]=1)=[O:12]. The yield is 0.260. (3) The reactants are [C:1]([C:5]1[CH:10]=[CH:9][C:8]([CH2:11][C:12]#[N:13])=[CH:7][CH:6]=1)([CH3:4])([CH3:3])[CH3:2].C([O:16][C:17]([C:19]1[N:23]([CH3:24])[N:22]=[C:21]([CH3:25])[C:20]=1[CH3:26])=O)C.C(OCCOCCO)C.CO.C[O-].[Na+]. The catalyst is O.COCCOCCOC.CCCCCCC. The product is [C:1]([C:5]1[CH:6]=[CH:7][C:8]([CH:11]([C:17]([C:19]2[N:23]([CH3:24])[N:22]=[C:21]([CH3:25])[C:20]=2[CH3:26])=[O:16])[C:12]#[N:13])=[CH:9][CH:10]=1)([CH3:4])([CH3:2])[CH3:3]. The yield is 0.915. (4) The catalyst is O1CCCC1. The reactants are C[Si]([N-][Si](C)(C)C)(C)C.[Li+].[CH3:11][O:12][C:13]1[CH:18]=[CH:17][C:16]([C:19]2[CH:24]=[C:23]([CH3:25])[C:22]([CH2:26][C:27]([O:29][CH3:30])=[O:28])=[CH:21][C:20]=2[CH3:31])=[CH:15][CH:14]=1.[CH3:32]I.[Cl-].[NH4+]. The product is [CH3:11][O:12][C:13]1[CH:14]=[CH:15][C:16]([C:19]2[CH:24]=[C:23]([CH3:25])[C:22]([CH:26]([CH3:32])[C:27]([O:29][CH3:30])=[O:28])=[CH:21][C:20]=2[CH3:31])=[CH:17][CH:18]=1. The yield is 0.810. (5) The reactants are [H-].[Na+].[OH:3][CH2:4][C@:5]1([CH3:16])[O:9][C:8]2=[N:10][C:11]([N+:13]([O-:15])=[O:14])=[CH:12][N:7]2[CH2:6]1.Cl[C:18]1[O:19][C:20]2[CH:26]=[CH:25][CH:24]=[CH:23][C:21]=2[N:22]=1. The catalyst is CN(C=O)C. The product is [CH3:16][C@@:5]1([CH2:4][O:3][C:18]2[O:19][C:20]3[CH:26]=[CH:25][CH:24]=[CH:23][C:21]=3[N:22]=2)[O:9][C:8]2=[N:10][C:11]([N+:13]([O-:15])=[O:14])=[CH:12][N:7]2[CH2:6]1. The yield is 0.240. (6) The reactants are Br[C:2]1[CH:7]=[CH:6][CH:5]=[C:4]([Br:8])[N:3]=1.[C:9]1([OH:15])[CH:14]=[CH:13][CH:12]=[CH:11][CH:10]=1.CC(C)([O-])C.[K+].C(OCC)(=O)C. The catalyst is CS(C)=O.O. The product is [Br:8][C:4]1[CH:5]=[CH:6][CH:7]=[C:2]([O:15][C:9]2[CH:14]=[CH:13][CH:12]=[CH:11][CH:10]=2)[N:3]=1. The yield is 0.930.